Dataset: Forward reaction prediction with 1.9M reactions from USPTO patents (1976-2016). Task: Predict the product of the given reaction. (1) Given the reactants [Cl:1][C:2]1[CH:7]=[CH:6][C:5]([CH:8]([C:26]2[CH:31]=[CH:30][C:29]([Cl:32])=[CH:28][CH:27]=2)[C:9]2[CH:10]=[C:11]3[C:16](=[CH:17][CH:18]=2)[N:15]=[N:14][CH:13]=[C:12]3[NH:19][CH:20]2[CH2:25][CH2:24][NH:23][CH2:22][CH2:21]2)=[CH:4][CH:3]=1.C(N(CC)CC)C.Cl[S:41]([C:44]1[O:48][C:47]([C:49]([O:51][CH3:52])=[O:50])=[CH:46][CH:45]=1)(=[O:43])=[O:42], predict the reaction product. The product is: [Cl:1][C:2]1[CH:7]=[CH:6][C:5]([CH:8]([C:26]2[CH:27]=[CH:28][C:29]([Cl:32])=[CH:30][CH:31]=2)[C:9]2[CH:10]=[C:11]3[C:16](=[CH:17][CH:18]=2)[N:15]=[N:14][CH:13]=[C:12]3[NH:19][CH:20]2[CH2:21][CH2:22][N:23]([S:41]([C:44]3[O:48][C:47]([C:49]([O:51][CH3:52])=[O:50])=[CH:46][CH:45]=3)(=[O:42])=[O:43])[CH2:24][CH2:25]2)=[CH:4][CH:3]=1. (2) Given the reactants [OH:1][C:2]([CH3:7])([CH3:6])[C:3](=[O:5])[CH3:4].[C:8](OC(=O)C)(=[O:10])[CH3:9].CCN(CC)CC.Cl, predict the reaction product. The product is: [C:8]([O:1][C:2]([CH3:7])([CH3:6])[C:3](=[O:5])[CH3:4])(=[O:10])[CH3:9]. (3) Given the reactants [H-].[Na+].CCOP(OCC)([CH2:8][C:9]#[N:10])=O.[CH2:14]([O:21][CH2:22][C:23](=O)[CH2:24][O:25][CH2:26][C:27]1[CH:32]=[CH:31][CH:30]=[CH:29][CH:28]=1)[C:15]1[CH:20]=[CH:19][CH:18]=[CH:17][CH:16]=1.C(O)C, predict the reaction product. The product is: [CH2:26]([O:25][CH2:24][C:23]([CH2:22][O:21][CH2:14][C:15]1[CH:16]=[CH:17][CH:18]=[CH:19][CH:20]=1)=[CH:8][C:9]#[N:10])[C:27]1[CH:28]=[CH:29][CH:30]=[CH:31][CH:32]=1.